This data is from Catalyst prediction with 721,799 reactions and 888 catalyst types from USPTO. The task is: Predict which catalyst facilitates the given reaction. (1) Reactant: [Cl:1][C:2]1[C:31]([Cl:32])=[CH:30][C:5]2[N:6]=[C:7]([C:9]3[N:10](S(C4C=CC(C)=CC=4)(=O)=O)[C:11]4[C:16]([CH:17]=3)=[CH:15][C:14]([CH:18]=[O:19])=[CH:13][CH:12]=4)[NH:8][C:4]=2[CH:3]=1.C(N(C(C)C)CC)(C)C.[CH3:42][O:43][CH2:44]Cl.O. Product: [Cl:32][C:31]1[C:2]([Cl:1])=[CH:3][C:4]2[N:8]([CH2:42][O:43][CH3:44])[C:7]([C:9]3[NH:10][C:11]4[C:16]([CH:17]=3)=[CH:15][C:14]([CH:18]=[O:19])=[CH:13][CH:12]=4)=[N:6][C:5]=2[CH:30]=1. The catalyst class is: 9. (2) Reactant: CO[C:3](=[O:17])[CH2:4][NH:5][C:6]([C@H:8]1[CH2:16][C:15]2[C:10](=[CH:11][CH:12]=[CH:13][CH:14]=2)[NH:9]1)=[O:7].C[O-].[Na+]. Product: [C:6]1(=[O:7])[C@H:8]2[CH2:16][C:15]3[CH:14]=[CH:13][CH:12]=[CH:11][C:10]=3[N:9]2[C:3](=[O:17])[CH2:4][NH:5]1. The catalyst class is: 8. (3) Reactant: [Si]([O:8][CH2:9][C:10]1([C:26]2[CH:31]=[CH:30][CH:29]=[CH:28][CH:27]=2)[CH:14]=[C:13]([C:15]2[CH:20]=[C:19]([F:21])[CH:18]=[CH:17][C:16]=2[F:22])[CH2:12][N:11]1[C:23](Cl)=[O:24])(C(C)(C)C)(C)C.C(N(CC)CC)C.[NH:39]1[CH2:44][CH2:43][CH2:42][CH2:41][CH2:40]1.FC(F)(F)C(O)=O. Product: [F:22][C:16]1[CH:17]=[CH:18][C:19]([F:21])=[CH:20][C:15]=1[C:13]1[CH2:12][N:11]([C:23]([N:39]2[CH2:44][CH2:43][CH2:42][CH2:41][CH2:40]2)=[O:24])[C:10]([CH2:9][OH:8])([C:26]2[CH:27]=[CH:28][CH:29]=[CH:30][CH:31]=2)[CH:14]=1. The catalyst class is: 1. (4) Reactant: [C:1]([C:3]([C:11]1[S:12][C:13]([C:16]#[N:17])=[CH:14][CH:15]=1)([CH:8]([CH3:10])[CH3:9])[CH2:4][CH2:5][CH2:6]I)#[N:2].C(N(CC)CC)C.[C:25]([C:27]1[S:31][C:30]([CH2:32][CH2:33][CH2:34][N:35]2[CH2:40][CH2:39][NH:38][CH2:37][CH2:36]2)=[CH:29][CH:28]=1)#[N:26]. Product: [C:1]([C:3]([C:11]1[S:12][C:13]([C:16]#[N:17])=[CH:14][CH:15]=1)([CH:8]([CH3:10])[CH3:9])[CH2:4][CH2:5][CH2:6][N:38]1[CH2:39][CH2:40][N:35]([CH2:34][CH2:33][CH2:32][C:30]2[S:31][C:27]([C:25]#[N:26])=[CH:28][CH:29]=2)[CH2:36][CH2:37]1)#[N:2]. The catalyst class is: 10.